This data is from Reaction yield outcomes from USPTO patents with 853,638 reactions. The task is: Predict the reaction yield, written as a fraction of the theoretical maximum amount of product (1.0 means a 100% yield; for example, 0.34 means a 34% yield). (1) The reactants are [N:1]1[CH:6]=[CH:5][CH:4]=[N:3][C:2]=1[O:7][CH:8]([C:10]1[CH:18]=[CH:17][C:13]([C:14]([OH:16])=O)=[CH:12][CH:11]=1)[CH3:9].Cl.CN(C)CCCN=C=NCC.C(N(CC)CC)C.[NH2:38][CH2:39][C:40]1[C:41]([OH:48])=[N:42][C:43]([CH3:47])=[CH:44][C:45]=1[CH3:46]. The catalyst is ClCCl. The product is [OH:48][C:41]1[C:40]([CH2:39][NH:38][C:14](=[O:16])[C:13]2[CH:12]=[CH:11][C:10]([CH:8]([O:7][C:2]3[N:1]=[CH:6][CH:5]=[CH:4][N:3]=3)[CH3:9])=[CH:18][CH:17]=2)=[C:45]([CH3:46])[CH:44]=[C:43]([CH3:47])[N:42]=1. The yield is 0.320. (2) The reactants are [CH:1]([O:4][C:5]1[CH:9]=[C:8]([C:10]([O:12][CH3:13])=[O:11])[NH:7][N:6]=1)([CH3:3])[CH3:2].C(=O)([O-])[O-].[K+].[K+].[Cl:20][C:21]1[CH:26]=[C:25]([Cl:27])[CH:24]=[CH:23][C:22]=1[CH:28](Cl)[CH3:29].CN(C)C=O. The catalyst is O. The product is [Cl:20][C:21]1[CH:26]=[C:25]([Cl:27])[CH:24]=[CH:23][C:22]=1[CH:28]([N:7]1[C:8]([C:10]([O:12][CH3:13])=[O:11])=[CH:9][C:5]([O:4][CH:1]([CH3:3])[CH3:2])=[N:6]1)[CH3:29]. The yield is 0.390.